Dataset: Forward reaction prediction with 1.9M reactions from USPTO patents (1976-2016). Task: Predict the product of the given reaction. (1) Given the reactants [CH3:1][CH:2]([CH3:36])[CH2:3][O:4][C:5]([N:7]1[CH:11]=[CH:10][N:9]=[C:8]1[C:12]1[CH:17]=[CH:16][C:15]([C:18]2[CH:19]=[CH:20][C:21]3[O:27][CH2:26][CH2:25][N:24](C(OC(C)(C)C)=O)[CH2:23][C:22]=3[CH:35]=2)=[CH:14][CH:13]=1)=[O:6].FC(F)(F)C(O)=O, predict the reaction product. The product is: [O:27]1[C:21]2[CH:20]=[CH:19][C:18]([C:15]3[CH:14]=[CH:13][C:12]([C:8]4[N:7]([C:5]([O:4][CH2:3][CH:2]([CH3:36])[CH3:1])=[O:6])[CH:11]=[CH:10][N:9]=4)=[CH:17][CH:16]=3)=[CH:35][C:22]=2[CH2:23][NH:24][CH2:25][CH2:26]1. (2) Given the reactants [N+:1]([C:4]1[CH:15]=[CH:14][C:7]2[CH2:8][CH2:9][CH2:10][CH2:11][C:12](=[O:13])[C:6]=2[CH:5]=1)([O-])=O.[H][H], predict the reaction product. The product is: [NH2:1][C:4]1[CH:15]=[CH:14][C:7]2[CH2:8][CH2:9][CH2:10][CH2:11][C:12](=[O:13])[C:6]=2[CH:5]=1. (3) Given the reactants [S:1]1[C:5]([C:6](=[O:8])[CH3:7])=[CH:4][CH:3]=[C:2]1[C:9]1[S:10][CH:11]=[CH:12][CH:13]=1.Cl[C:15]1[N:20]=[C:19](Cl)[C:18]([CH3:22])=[CH:17][N:16]=1.[NH2:23][CH:24]1[CH2:29][C:28]([CH3:31])([CH3:30])[NH:27][C:26]([CH3:33])([CH3:32])[CH2:25]1, predict the reaction product. The product is: [CH3:22][C:18]1[C:17]([C:11]2[S:10][C:9]([C:2]3[S:1][C:5]([C:6](=[O:8])[CH3:7])=[CH:4][CH:3]=3)=[CH:13][CH:12]=2)=[N:16][C:15]([NH:23][CH:24]2[CH2:25][C:26]([CH3:33])([CH3:32])[NH:27][C:28]([CH3:31])([CH3:30])[CH2:29]2)=[N:20][CH:19]=1. (4) Given the reactants [F:1][C:2]([F:31])=[CH:3][C@@:4]12[CH2:21][CH2:20][C:19]3[CH:18]=[C:17]([O:22]C)[CH:16]=[CH:15][C:14]=3[C:13]1=[CH:12][CH2:11][C@@:9]1([CH3:10])[C@H:5]2[CH2:6][CH2:7][C@@H:8]1[O:24]C1CCCCO1.CC(C[AlH]CC(C)C)C, predict the reaction product. The product is: [F:1][C:2]([F:31])=[CH:3][C@@:4]12[CH2:21][CH2:20][C:19]3[CH:18]=[C:17]([OH:22])[CH:16]=[CH:15][C:14]=3[C:13]1=[CH:12][CH2:11][C@@:9]1([CH3:10])[C@H:5]2[CH2:6][CH2:7][C@@H:8]1[OH:24].